Dataset: Forward reaction prediction with 1.9M reactions from USPTO patents (1976-2016). Task: Predict the product of the given reaction. (1) The product is: [Cl:35][C:30]1[CH:31]=[CH:32][CH:33]=[CH:34][C:29]=1[CH:27]([O:26][C:24]([NH:23][C:18]1[C:19]([CH3:22])=[N:20][O:21][C:17]=1[C:14]1[CH:15]=[CH:16][C:11]([C:6]2[C:5]([C:3]([OH:4])=[O:2])=[CH:10][CH:9]=[CH:8][CH:7]=2)=[CH:12][CH:13]=1)=[O:25])[CH3:28]. Given the reactants C[O:2][C:3]([C:5]1[C:6]([C:11]2[CH:16]=[CH:15][C:14]([C:17]3[O:21][N:20]=[C:19]([CH3:22])[C:18]=3[NH:23][C:24]([O:26][CH:27]([C:29]3[CH:34]=[CH:33][CH:32]=[CH:31][C:30]=3[Cl:35])[CH3:28])=[O:25])=[CH:13][CH:12]=2)=[CH:7][CH:8]=[CH:9][CH:10]=1)=[O:4].[Li+].[OH-], predict the reaction product. (2) The product is: [F:19][C:18]1[C:10]([N:4]2[CH:5]=[C:6]([CH:7]=[O:8])[C:2]([CH3:1])=[N:3]2)=[C:11]([CH:15]=[CH:16][CH:17]=1)[C:12]([NH2:14])=[O:13]. Given the reactants [CH3:1][C:2]1[C:6]([CH:7]=[O:8])=[CH:5][NH:4][N:3]=1.F[C:10]1[C:18]([F:19])=[CH:17][CH:16]=[CH:15][C:11]=1[C:12]([NH2:14])=[O:13].CC(C)([O-])C.[K+].N1C=CC=N1, predict the reaction product. (3) Given the reactants [CH3:1][O:2][C:3]1[CH:8]=[CH:7][CH:6]=[C:5]([O:9][CH3:10])[CH:4]=1.CN(CCN(C)C)C.[Li]CCCC.[CH3:24][S:25]SC.S(=O)(=O)(O)O, predict the reaction product. The product is: [CH3:1][O:2][C:3]1[CH:8]=[CH:7][CH:6]=[C:5]([O:9][CH3:10])[C:4]=1[S:25][CH3:24]. (4) Given the reactants Br[C:2]1[CH:7]=[CH:6][C:5]([F:8])=[CH:4][CH:3]=1.[Li]CCCC.[O:14]=[C:15]1[N:20]([C:21]([O:23][C:24]([CH3:27])([CH3:26])[CH3:25])=[O:22])[CH2:19][CH2:18][N:17]2[C:28](=[O:31])[CH2:29][CH2:30][C@@H:16]12, predict the reaction product. The product is: [F:8][C:5]1[CH:6]=[CH:7][C:2]([C:15]([C@@H:16]2[CH2:30][CH2:29][C:28](=[O:31])[N:17]2[CH2:18][CH2:19][NH:20][C:21](=[O:22])[O:23][C:24]([CH3:26])([CH3:25])[CH3:27])=[O:14])=[CH:3][CH:4]=1. (5) Given the reactants C1(P(C2C=CC=CC=2)C2C=CC=CC=2)C=CC=CC=1.CC(OC(/N=N/C(OC(C)C)=O)=O)C.[C:34]([OH:37])(=[S:36])[CH3:35].[CH2:38]([N:45]1[CH2:48][CH:47](O)[CH2:46]1)[C:39]1[CH:44]=[CH:43][CH:42]=[CH:41][CH:40]=1, predict the reaction product. The product is: [CH2:38]([N:45]1[CH2:48][CH:47]([S:36][C:34](=[O:37])[CH3:35])[CH2:46]1)[C:39]1[CH:44]=[CH:43][CH:42]=[CH:41][CH:40]=1. (6) Given the reactants Cl[C:2]1[CH:7]=[C:6]([N:8]2[CH2:13][CH2:12][O:11][CH:10]([C:14]3[NH:15][CH:16]=[C:17]([C:19]4[CH:24]=[CH:23][C:22]([Cl:25])=[CH:21][CH:20]=4)[N:18]=3)[CH2:9]2)[N:5]=[C:4]([NH2:26])[N:3]=1.[F:27][C:28]1[CH:35]=[C:34](B2OC(C)(C)C(C)(C)O2)[CH:33]=[CH:32][C:29]=1[C:30]#[N:31].C([O-])([O-])=O.[Na+].[Na+], predict the reaction product. The product is: [NH2:26][C:4]1[N:3]=[C:2]([C:34]2[CH:33]=[CH:32][C:29]([C:30]#[N:31])=[C:28]([F:27])[CH:35]=2)[CH:7]=[C:6]([N:8]2[CH2:13][CH2:12][O:11][CH:10]([C:14]3[NH:15][CH:16]=[C:17]([C:19]4[CH:24]=[CH:23][C:22]([Cl:25])=[CH:21][CH:20]=4)[N:18]=3)[CH2:9]2)[N:5]=1. (7) Given the reactants [CH3:1][O:2][C:3]1[CH:8]=[C:7]([N:9]2[CH2:14][CH2:13][O:12][CH2:11][CH2:10]2)[CH:6]=[CH:5][C:4]=1[NH:15][C:16]1[N:21]=[C:20]([C:22]2[N:26]3[CH:27]=[CH:28][CH:29]=[CH:30][C:25]3=[N:24][C:23]=2[C:31]2[CH:32]=[C:33]([CH:38]=[CH:39][CH:40]=2)[C:34]([O:36]C)=O)[CH:19]=[CH:18][N:17]=1.[F:41][C:42]1[CH:48]=[CH:47][CH:46]=[C:45]([F:49])[C:43]=1[NH2:44].C[Si]([N-][Si](C)(C)C)(C)C.[Na+], predict the reaction product. The product is: [F:41][C:42]1[CH:48]=[CH:47][CH:46]=[C:45]([F:49])[C:43]=1[NH:44][C:34](=[O:36])[C:33]1[CH:38]=[CH:39][CH:40]=[C:31]([C:23]2[N:24]=[C:25]3[CH:30]=[CH:29][CH:28]=[CH:27][N:26]3[C:22]=2[C:20]2[CH:19]=[CH:18][N:17]=[C:16]([NH:15][C:4]3[CH:5]=[CH:6][C:7]([N:9]4[CH2:14][CH2:13][O:12][CH2:11][CH2:10]4)=[CH:8][C:3]=3[O:2][CH3:1])[N:21]=2)[CH:32]=1.